The task is: Predict the product of the given reaction.. This data is from Forward reaction prediction with 1.9M reactions from USPTO patents (1976-2016). (1) Given the reactants [N:1]([CH2:4][CH2:5][CH2:6][C:7](=[N:14][NH:15][C:16](=[O:25])[C:17]1[CH:22]=[C:21]([Cl:23])[CH:20]=[CH:19][C:18]=1[CH3:24])[C:8]1[CH:13]=[CH:12][CH:11]=[CH:10][CH:9]=1)=[N+:2]=[N-:3].[C:26](Cl)(=[O:31])[C:27]([CH3:30])([CH3:29])[CH3:28].O, predict the reaction product. The product is: [N:1]([CH2:4][CH2:5][CH2:6][C:7]1([C:8]2[CH:9]=[CH:10][CH:11]=[CH:12][CH:13]=2)[N:14]([C:26](=[O:31])[C:27]([CH3:30])([CH3:29])[CH3:28])[N:15]=[C:16]([C:17]2[CH:22]=[C:21]([Cl:23])[CH:20]=[CH:19][C:18]=2[CH3:24])[O:25]1)=[N+:2]=[N-:3]. (2) Given the reactants [Br:1][C:2]1[CH:7]=[C:6]([F:8])[CH:5]=[C:4]([Br:9])[C:3]=1[NH:10][C:11]([NH2:13])=S.[OH-].[K+].O.O.O.C([O-])(=O)C.[Pb+2].C([O-])(=O)C.C(O)(=O)C, predict the reaction product. The product is: [Br:1][C:2]1[CH:7]=[C:6]([F:8])[CH:5]=[C:4]([Br:9])[C:3]=1[NH:10][C:11]#[N:13]. (3) Given the reactants C(OC(=O)[NH:10][C:11]1[CH:16]=[CH:15][C:14]([O:17][C:18]2[CH:23]=[C:22]([NH:24][CH3:25])[N:21]=[CH:20][N:19]=2)=[C:13]([CH3:26])[CH:12]=1)C1C=CC=CC=1.CC(C)=O.C(Cl)Cl, predict the reaction product. The product is: [NH2:10][C:11]1[CH:16]=[CH:15][C:14]([O:17][C:18]2[N:19]=[CH:20][N:21]=[C:22]([NH:24][CH3:25])[CH:23]=2)=[C:13]([CH3:26])[CH:12]=1. (4) Given the reactants [NH2:1][C:2]1[N:3]=[CH:4][C:5]2[CH:11]=[C:10]([C:12]3[C:17]([Cl:18])=[C:16]([O:19][CH3:20])[CH:15]=[C:14]([O:21][CH3:22])[C:13]=3[Cl:23])[C:9](=[O:24])[N:8]([CH2:25][CH2:26][O:27][CH:28]3[CH2:31][N:30]([C:32]([O:34][C:35]([CH3:38])([CH3:37])[CH3:36])=[O:33])[CH2:29]3)[C:6]=2[N:7]=1.[C:39](=O)([O:42]C)[O:40][CH3:41].C(O[K])(C)(C)C, predict the reaction product. The product is: [Cl:18][C:17]1[C:16]([O:19][CH3:20])=[CH:15][C:14]([O:21][CH3:22])=[C:13]([Cl:23])[C:12]=1[C:10]1[C:9](=[O:24])[N:8]([CH2:25][CH2:26][O:27][CH:28]2[CH2:29][N:30]([C:32]([O:34][C:35]([CH3:38])([CH3:37])[CH3:36])=[O:33])[CH2:31]2)[C:6]2[N:7]=[C:2]([NH:1][C:39]([O:40][CH3:41])=[O:42])[N:3]=[CH:4][C:5]=2[CH:11]=1. (5) Given the reactants [CH:1]12[CH2:9][CH:5]3[CH2:6][CH:7]([CH2:8]1)[C:3]([NH:10][C:11]([NH2:13])=[S:12])([CH2:4]3)[CH2:2]2.Br[CH:15]([CH:21]([CH3:23])[CH3:22])[C:16](OCC)=[O:17], predict the reaction product. The product is: [CH:21]([CH:15]1[S:12][C:11]([NH:10][C:3]23[CH2:4][CH:5]4[CH2:9][CH:1]([CH2:8][CH:7]2[CH2:6]4)[CH2:2]3)=[N:13][C:16]1=[O:17])([CH3:23])[CH3:22]. (6) Given the reactants S(Cl)([Cl:3])=O.[CH3:5][C@H:6]1[CH2:11][CH2:10][C@H:9]([NH:12]C(C2C=NC3C(C=2Cl)=CC(C(F)(F)F)=CC=3)=O)[CH2:8][CH2:7]1, predict the reaction product. The product is: [ClH:3].[CH3:5][C@H:6]1[CH2:11][CH2:10][C@H:9]([NH2:12])[CH2:8][CH2:7]1. (7) Given the reactants C([O:8][C@H:9]1[C@H:13]2[O:14][CH2:15][C@:10]1([CH2:25][OH:26])[O:11][C@H:12]2[N:16]1[CH:24]=[C:22]([CH3:23])[C:20](=[O:21])[NH:19][C:17]1=[O:18])C1C=CC=CC=1.C([O-])=O.[NH4+], predict the reaction product. The product is: [OH:8][C@H:9]1[C@H:13]2[O:14][CH2:15][C@:10]1([CH2:25][OH:26])[O:11][C@H:12]2[N:16]1[CH:24]=[C:22]([CH3:23])[C:20](=[O:21])[NH:19][C:17]1=[O:18].